Dataset: Reaction yield outcomes from USPTO patents with 853,638 reactions. Task: Predict the reaction yield, written as a fraction of the theoretical maximum amount of product (1.0 means a 100% yield; for example, 0.34 means a 34% yield). (1) The reactants are [O:1]=[C:2]1[CH2:10][C:9]2[C:4](=[CH:5][CH:6]=[C:7]([C:11]#[N:12])[CH:8]=2)[NH:3]1.[Si:13]([O:20][CH:21]1[CH2:30][CH2:29][CH2:28][C:27]2[N:26]=[C:25](Cl)[CH:24]=[CH:23][C:22]1=2)([C:16]([CH3:19])([CH3:18])[CH3:17])([CH3:15])[CH3:14].C([O-])([O-])=O.[K+].[K+].CC(C1C=C(C(C)C)C(C2C=CC=CC=2P(C2CCCCC2)C2CCCCC2)=C(C(C)C)C=1)C. The catalyst is C1COCC1.C1C=CC(/C=C/C(/C=C/C2C=CC=CC=2)=O)=CC=1.C1C=CC(/C=C/C(/C=C/C2C=CC=CC=2)=O)=CC=1.C1C=CC(/C=C/C(/C=C/C2C=CC=CC=2)=O)=CC=1.[Pd].[Pd]. The product is [Si:13]([O:20][CH:21]1[CH2:30][CH2:29][CH2:28][C:27]2[N:26]=[C:25]([CH:10]3[C:9]4[C:4](=[CH:5][CH:6]=[C:7]([C:11]#[N:12])[CH:8]=4)[NH:3][C:2]3=[O:1])[CH:24]=[CH:23][C:22]1=2)([C:16]([CH3:19])([CH3:18])[CH3:17])([CH3:15])[CH3:14]. The yield is 0.400. (2) The reactants are [C:1]([O:5][C:6]([NH:8][C:9]1[O:17][C:16]2[C:11](=[N:12][CH:13]=[C:14]([CH2:18][CH2:19][CH:20]=O)[CH:15]=2)[C:10]=1[C:22]([O:24][CH2:25][CH3:26])=[O:23])=[O:7])([CH3:4])([CH3:3])[CH3:2].[NH:27]1[CH2:32][CH2:31][O:30][CH2:29][CH2:28]1.C(O[BH-](OC(=O)C)OC(=O)C)(=O)C.[Na+]. The catalyst is C(Cl)Cl. The product is [C:1]([O:5][C:6]([NH:8][C:9]1[O:17][C:16]2[C:11](=[N:12][CH:13]=[C:14]([CH2:18][CH2:19][CH2:20][N:27]3[CH2:32][CH2:31][O:30][CH2:29][CH2:28]3)[CH:15]=2)[C:10]=1[C:22]([O:24][CH2:25][CH3:26])=[O:23])=[O:7])([CH3:2])([CH3:3])[CH3:4]. The yield is 0.820. (3) The reactants are [OH:1][C:2]1[C:3]([C:16](=[O:18])[CH3:17])=[N:4][N:5]([CH2:7][C:8]2[CH:13]=[CH:12][C:11]([O:14][CH3:15])=[CH:10][CH:9]=2)[CH:6]=1.[CH2:19]([N:26]1[CH2:31][CH2:30][C:29](=O)[CH2:28][CH2:27]1)[C:20]1[CH:25]=[CH:24][CH:23]=[CH:22][CH:21]=1.N1CCCC1. The catalyst is CO. The product is [CH2:19]([N:26]1[CH2:31][CH2:30][C:29]2([O:1][C:2]3[C:3](=[N:4][N:5]([CH2:7][C:8]4[CH:9]=[CH:10][C:11]([O:14][CH3:15])=[CH:12][CH:13]=4)[CH:6]=3)[C:16](=[O:18])[CH2:17]2)[CH2:28][CH2:27]1)[C:20]1[CH:25]=[CH:24][CH:23]=[CH:22][CH:21]=1. The yield is 0.720.